Dataset: Full USPTO retrosynthesis dataset with 1.9M reactions from patents (1976-2016). Task: Predict the reactants needed to synthesize the given product. (1) Given the product [CH:47]1([C@@H:45]2[C:44]3[C:39](=[CH:40][CH:41]=[CH:42][CH:43]=3)[CH2:38][C@H:37]([OH:36])[CH2:46]2)[CH2:48][CH2:49][CH2:50][CH2:51][CH2:52]1, predict the reactants needed to synthesize it. The reactants are: C1(C)C=CC(S(N[C@H](C2C=CC=CC=2)[C@@H](C2C=CC=CC=2)N)(=O)=O)=CC=1.C1(CC([O:36][C:37]2[CH2:46][CH:45]([CH:47]3[CH2:52][CH2:51][CH2:50][CH2:49][CH2:48]3)[C:44]3[C:39](=[CH:40][CH:41]=[CH:42][CH:43]=3)[CH:38]=2)=O)C=CC=CC=1.[OH-].[K+]. (2) The reactants are: [C:1]([C:4]1[CH:9]=[CH:8][CH:7]=[CH:6][CH:5]=1)(=[O:3])[CH3:2].Cl.[C:11]([O:14][CH2:15][CH3:16])(=[O:13])[CH3:12]. Given the product [OH:3][C:1]([C:4]1[CH:9]=[CH:8][CH:7]=[CH:6][CH:5]=1)([CH3:2])[CH2:12][C:11]([O:14][C@@H:15]1[CH2:5][C@H:4]([CH3:9])[CH2:1][CH2:2][C@H:16]1[CH:7]([CH3:8])[CH3:6])=[O:13], predict the reactants needed to synthesize it. (3) Given the product [NH2:2][C:1]1[C:3]2[CH:8]=[CH:7][CH:6]=[N:5][C:4]=2[NH:9][C:10](=[O:11])[N:12]=1, predict the reactants needed to synthesize it. The reactants are: [C:1]([C:3]1[C:4]([NH:9][C:10]([NH:12]C(=O)C2C=CC=CC=2)=[O:11])=[N:5][CH:6]=[CH:7][CH:8]=1)#[N:2].[OH-].[Na+].